This data is from Reaction yield outcomes from USPTO patents with 853,638 reactions. The task is: Predict the reaction yield, written as a fraction of the theoretical maximum amount of product (1.0 means a 100% yield; for example, 0.34 means a 34% yield). (1) The reactants are [CH3:1][O:2][CH2:3][N:4]1[C:8]2[CH:9]=[CH:10][C:11]([CH:13]([C:15]3[S:16][CH:17]=[C:18]([C:20]4[CH:25]=[CH:24][C:23]([C:26]#[C:27][C:28]([CH3:37])([O:30][CH:31]5[CH2:36][CH2:35][CH2:34][CH2:33][O:32]5)[CH3:29])=[CH:22][N:21]=4)[N:19]=3)[CH3:14])=[CH:12][C:7]=2[S:6][C:5]1=[O:38]. The catalyst is [Pd].CO. The product is [CH3:1][O:2][CH2:3][N:4]1[C:8]2[CH:9]=[CH:10][C:11]([CH:13]([C:15]3[S:16][CH:17]=[C:18]([C:20]4[CH:25]=[CH:24][C:23]([CH2:26][CH2:27][C:28]([CH3:37])([O:30][CH:31]5[CH2:36][CH2:35][CH2:34][CH2:33][O:32]5)[CH3:29])=[CH:22][N:21]=4)[N:19]=3)[CH3:14])=[CH:12][C:7]=2[S:6][C:5]1=[O:38]. The yield is 0.930. (2) The reactants are F[C:2]1[C:10]([F:11])=[C:9]([F:12])[CH:8]=[CH:7][C:3]=1[C:4]([OH:6])=[O:5].[Br:13][C:14]1[CH:20]=[CH:19][C:17]([NH2:18])=[C:16]([Cl:21])[CH:15]=1.[NH2-].[Li+].Cl. The catalyst is C(#N)C. The product is [Br:13][C:14]1[CH:20]=[CH:19][C:17]([NH:18][C:2]2[C:10]([F:11])=[C:9]([F:12])[CH:8]=[CH:7][C:3]=2[C:4]([OH:6])=[O:5])=[C:16]([Cl:21])[CH:15]=1. The yield is 0.940. (3) The reactants are [CH2:1]([N:3]([CH2:11][C:12]1[CH:13]=[N:14][CH:15]=[C:16]([C:19]2[CH:20]=[C:21]3[C:25](=[CH:26][CH:27]=2)[N:24](C2CCCCO2)[N:23]=[C:22]3[C:34]2[NH:38][CH:37]=[N:36][CH:35]=2)[C:17]=1[CH3:18])C(=O)OC(C)(C)C)[CH3:2].C([SiH](CC)CC)C.FC(F)(F)C(O)=O. The catalyst is C(Cl)Cl. The product is [NH:38]1[C:34]([C:22]2[C:21]3[C:25](=[CH:26][CH:27]=[C:19]([C:16]4[C:17]([CH3:18])=[C:12]([CH2:11][NH:3][CH2:1][CH3:2])[CH:13]=[N:14][CH:15]=4)[CH:20]=3)[NH:24][N:23]=2)=[CH:35][N:36]=[CH:37]1. The yield is 0.200. (4) The reactants are C1C=C[NH+]=CC=1.[O-][Cr](Cl)(=O)=O.[C:12]([O:20][C@@H:21]1[C@H:27]([O:28][C:29](=O)[C:30]2[CH:35]=[CH:34][CH:33]=[CH:32][CH:31]=2)[C@@H:26]([O:37][C:38](=O)[C:39]2[CH:44]=[CH:43][CH:42]=[CH:41][CH:40]=2)[C@H:25]([CH3:46])[O:24][CH:22]1[OH:23])(=O)[C:13]1[CH:18]=[CH:17][CH:16]=[CH:15][CH:14]=1.CCOCC. The catalyst is C(Cl)Cl. The product is [CH2:12]([O:20][C@@H:21]1[C@H:27]([O:28][CH2:29][C:30]2[CH:31]=[CH:32][CH:33]=[CH:34][CH:35]=2)[C@@H:26]([O:37][CH2:38][C:39]2[CH:44]=[CH:43][CH:42]=[CH:41][CH:40]=2)[C@H:25]([CH3:46])[O:24][C:22]1=[O:23])[C:13]1[CH:14]=[CH:15][CH:16]=[CH:17][CH:18]=1. The yield is 0.850. (5) The reactants are [Cl:1][C:2]1[CH:7]=[CH:6][C:5]([C:8]2[C:14]3[CH:15]=[C:16]([O:19][CH3:20])[CH:17]=[CH:18][C:13]=3[N:12]3[C:21]([CH3:24])=[N:22][N:23]=[C:11]3[C@H:10]([CH2:25][C:26](O)=[O:27])[N:9]=2)=[CH:4][CH:3]=1.CCN=C=NCCCN(C)C.C1C=CC2N(O)N=NC=2C=1.[NH2:50][CH2:51][CH2:52][O:53][CH2:54][CH2:55][O:56][C:57]1[CH:58]=[CH:59][C:60]2[N:66]3[C:67]([CH3:70])=[N:68][N:69]=[C:65]3[C@H:64]([CH2:71][C:72]([NH:74][CH2:75][CH3:76])=[O:73])[N:63]=[C:62]([C:77]3[CH:82]=[CH:81][C:80]([Cl:83])=[CH:79][CH:78]=3)[C:61]=2[CH:84]=1. The catalyst is C(Cl)Cl.CN(C1C=CN=CC=1)C. The product is [Cl:83][C:80]1[CH:79]=[CH:78][C:77]([C:62]2[C:61]3[CH:84]=[C:57]([O:56][CH2:55][CH2:54][O:53][CH2:52][CH2:51][NH:50][C:26](=[O:27])[CH2:25][C@@H:10]4[N:9]=[C:8]([C:5]5[CH:6]=[CH:7][C:2]([Cl:1])=[CH:3][CH:4]=5)[C:14]5[CH:15]=[C:16]([O:19][CH3:20])[CH:17]=[CH:18][C:13]=5[N:12]5[C:21]([CH3:24])=[N:22][N:23]=[C:11]45)[CH:58]=[CH:59][C:60]=3[N:66]3[C:67]([CH3:70])=[N:68][N:69]=[C:65]3[C@H:64]([CH2:71][C:72]([NH:74][CH2:75][CH3:76])=[O:73])[N:63]=2)=[CH:82][CH:81]=1. The yield is 0.0640. (6) The reactants are [O:1]1[C:6]2[CH:7]=[CH:8][C:9]([C:11]3[C:19]4[C:14](=[CH:15][CH:16]=[C:17]([C:20]#[N:21])[CH:18]=4)[NH:13][N:12]=3)=[CH:10][C:5]=2[O:4][CH2:3][CH2:2]1.[OH:22]O.[OH-].[Na+].Cl. The catalyst is O.C(O)C. The product is [O:1]1[C:6]2[CH:7]=[CH:8][C:9]([C:11]3[C:19]4[C:14](=[CH:15][CH:16]=[C:17]([C:20]([NH2:21])=[O:22])[CH:18]=4)[NH:13][N:12]=3)=[CH:10][C:5]=2[O:4][CH2:3][CH2:2]1. The yield is 0.500. (7) The yield is 0.950. The catalyst is C1C=CC([P]([Pd]([P](C2C=CC=CC=2)(C2C=CC=CC=2)C2C=CC=CC=2)([P](C2C=CC=CC=2)(C2C=CC=CC=2)C2C=CC=CC=2)[P](C2C=CC=CC=2)(C2C=CC=CC=2)C2C=CC=CC=2)(C2C=CC=CC=2)C2C=CC=CC=2)=CC=1.C1(C)C=CC=CC=1. The product is [C:36]([C:2]1[CH:7]=[CH:6][C:5]([C:8]2[N:9]([C:24]3[CH:25]=[CH:26][C:27]([Cl:30])=[CH:28][CH:29]=3)[C:10](=[O:23])[C:11]3[CH:16]=[N:15][N:14]([C:17]4[CH:22]=[CH:21][CH:20]=[CH:19][CH:18]=4)[C:12]=3[N:13]=2)=[CH:4][CH:3]=1)(=[O:38])[CH3:37]. The reactants are Br[C:2]1[CH:7]=[CH:6][C:5]([C:8]2[N:9]([C:24]3[CH:29]=[CH:28][C:27]([Cl:30])=[CH:26][CH:25]=3)[C:10](=[O:23])[C:11]3[CH:16]=[N:15][N:14]([C:17]4[CH:22]=[CH:21][CH:20]=[CH:19][CH:18]=4)[C:12]=3[N:13]=2)=[CH:4][CH:3]=1.C([Sn](CCCC)(CCCC)[C:36]([O:38]CC)=[CH2:37])CCC.